Dataset: Reaction yield outcomes from USPTO patents with 853,638 reactions. Task: Predict the reaction yield, written as a fraction of the theoretical maximum amount of product (1.0 means a 100% yield; for example, 0.34 means a 34% yield). (1) The yield is 0.750. The reactants are Cl[C:2]1[C:11]2[C:6](=[CH:7][C:8]([O:16][CH2:17][C:18]3[CH:23]=[CH:22][C:21]([O:24][CH3:25])=[CH:20][C:19]=3[O:26][CH3:27])=[CH:9][C:10]=2[O:12][CH:13]([CH3:15])[CH3:14])[N:5]=[CH:4][N:3]=1.[NH2:28][C:29]1[C:34]([Cl:35])=[CH:33][N:32]=[C:31]2[O:36][CH2:37][O:38][C:30]=12. The product is [Cl:35][C:34]1[C:29]([NH:28][C:2]2[C:11]3[C:6](=[CH:7][C:8]([O:16][CH2:17][C:18]4[CH:23]=[CH:22][C:21]([O:24][CH3:25])=[CH:20][C:19]=4[O:26][CH3:27])=[CH:9][C:10]=3[O:12][CH:13]([CH3:15])[CH3:14])[N:5]=[CH:4][N:3]=2)=[C:30]2[O:38][CH2:37][O:36][C:31]2=[N:32][CH:33]=1. No catalyst specified. (2) The reactants are Cl[C:2](Cl)([O:4]C(=O)OC(Cl)(Cl)Cl)Cl.[CH2:13]([O:20][NH:21][C@H:22]1[CH2:27][NH:26][C@H:25]([C:28]([O:30][CH2:31][CH3:32])=[O:29])[CH2:24][CH2:23]1)[C:14]1[CH:19]=[CH:18][CH:17]=[CH:16][CH:15]=1.CCN(C(C)C)C(C)C. The catalyst is C(Cl)Cl. The product is [CH2:13]([O:20][N:21]1[C:2](=[O:4])[N:26]2[CH2:27][C@H:22]1[CH2:23][CH2:24][C@H:25]2[C:28]([O:30][CH2:31][CH3:32])=[O:29])[C:14]1[CH:15]=[CH:16][CH:17]=[CH:18][CH:19]=1. The yield is 0.500. (3) The reactants are C([O-])(=O)C.[K+].[B:15]1([B:15]2[O:19][C:18]([CH3:21])([CH3:20])[C:17]([CH3:23])([CH3:22])[O:16]2)[O:19][C:18]([CH3:21])([CH3:20])[C:17]([CH3:23])([CH3:22])[O:16]1.[C:24]([O:28][C:29](=[O:57])[NH:30][CH:31]1[CH2:36][CH2:35][CH:34]([N:37]2[C:42](=[O:43])[C:41]3[CH:44]=[C:45]([F:48])[CH:46]=[N:47][C:40]=3[N:39]([C:49]3[CH:54]=[CH:53][CH:52]=[C:51](I)[CH:50]=3)[C:38]2=[O:56])[CH2:33][CH2:32]1)([CH3:27])([CH3:26])[CH3:25]. The catalyst is CS(C)=O.C1(P(C2C=CC=CC=2)[C-]2C=CC=C2)C=CC=CC=1.[C-]1(P(C2C=CC=CC=2)C2C=CC=CC=2)C=CC=C1.[Fe+2]. The product is [C:24]([O:28][C:29](=[O:57])[NH:30][C@H:31]1[CH2:36][CH2:35][C@@H:34]([N:37]2[C:42](=[O:43])[C:41]3[CH:44]=[C:45]([F:48])[CH:46]=[N:47][C:40]=3[N:39]([C:49]3[CH:50]=[CH:51][CH:52]=[C:53]([B:15]4[O:16][C:17]([CH3:22])([CH3:23])[C:18]([CH3:20])([CH3:21])[O:19]4)[CH:54]=3)[C:38]2=[O:56])[CH2:33][CH2:32]1)([CH3:27])([CH3:25])[CH3:26]. The yield is 0.300. (4) The reactants are C(N(C(C)C)CC)(C)C.[NH2:10][C:11]1[CH:19]=[CH:18][C:17]([F:20])=[CH:16][C:12]=1[C:13]([OH:15])=[O:14].[C:21]1([C:31](Cl)=O)[C:30]2[C:25](=[CH:26][CH:27]=[CH:28][CH:29]=2)[CH:24]=[CH:23][CH:22]=1.CN(C(ON1N=NC2C=CC=NC1=2)=[N+](C)C)C.F[P-](F)(F)(F)(F)F. No catalyst specified. The product is [F:20][C:17]1[CH:18]=[CH:19][C:11]2[N:10]=[C:31]([C:21]3[C:30]4[C:25](=[CH:26][CH:27]=[CH:28][CH:29]=4)[CH:24]=[CH:23][CH:22]=3)[O:14][C:13](=[O:15])[C:12]=2[CH:16]=1. The yield is 0.990. (5) The reactants are [C:1]([C:4]1[S:8][C:7]([N:9]2[CH2:14][CH2:13][O:12][CH2:11][C@@H:10]2[CH2:15][C:16]2[C:24]3[C:19](=[CH:20][CH:21]=[C:22]([C:25](O)=[O:26])[CH:23]=3)[NH:18][CH:17]=2)=[N:6][C:5]=1[CH3:28])(=[O:3])[CH3:2].FC1C(O)=C(F)C(F)=C(F)C=1F.C[CH2:42][N:43](C(C)C)[CH:44](C)C.C(Cl)CCl.CNC. The catalyst is CN(C=O)C. The product is [C:1]([C:4]1[S:8][C:7]([N:9]2[CH2:14][CH2:13][O:12][CH2:11][C@@H:10]2[CH2:15][C:16]2[C:24]3[C:19](=[CH:20][CH:21]=[C:22]([C:25]([N:43]([CH3:44])[CH3:42])=[O:26])[CH:23]=3)[NH:18][CH:17]=2)=[N:6][C:5]=1[CH3:28])(=[O:3])[CH3:2]. The yield is 0.450.